This data is from Catalyst prediction with 721,799 reactions and 888 catalyst types from USPTO. The task is: Predict which catalyst facilitates the given reaction. (1) Reactant: [F:1][C:2]([F:47])([F:46])[C:3]1[CH:4]=[C:5]([C:13]2[N:17]=[CH:16][N:15](/[CH:18]=[CH:19]\[C:20]([N:22]3[CH2:27][CH:26]4[CH:24]([CH:25]4[NH:28]C(=O)OCC4C5C=CC=CC=5C5C4=CC=CC=5)[CH2:23]3)=[O:21])[N:14]=2)[CH:6]=[C:7]([C:9]([F:12])([F:11])[F:10])[CH:8]=1. Product: [NH2:28][CH:25]1[CH:24]2[CH:26]1[CH2:27][N:22]([C:20](=[O:21])/[CH:19]=[CH:18]\[N:15]1[CH:16]=[N:17][C:13]([C:5]3[CH:4]=[C:3]([C:2]([F:1])([F:46])[F:47])[CH:8]=[C:7]([C:9]([F:12])([F:11])[F:10])[CH:6]=3)=[N:14]1)[CH2:23]2. The catalyst class is: 3. (2) Reactant: [NH2:1][CH:2]1[CH2:7][CH2:6][N:5]([C:8]([O:10][C:11]([CH3:14])([CH3:13])[CH3:12])=[O:9])[CH2:4][CH2:3]1.[Cl:15][C:16]1[CH:23]=[CH:22][C:19]([CH2:20]Br)=[CH:18][CH:17]=1.C(N(CC)CC)C. Product: [C:11]([O:10][C:8]([N:5]1[CH2:4][CH2:3][CH:2]([NH:1][CH2:20][C:19]2[CH:22]=[CH:23][C:16]([Cl:15])=[CH:17][CH:18]=2)[CH2:7][CH2:6]1)=[O:9])([CH3:14])([CH3:13])[CH3:12]. The catalyst class is: 2. (3) Reactant: C(O[CH:5]1[O:17][C@@H:16]([CH2:18][O:19][C:20](=[O:22])[CH3:21])[C@@H:11]([O:12][C:13](=[O:15])[CH3:14])[C@@H:6]1[O:7][C:8](=[O:10])[CH3:9])(=O)C.[CH3:23][C:24]1[CH:29]=[CH:28][C:27]([SH:30])=[CH:26][CH:25]=1.B(F)(F)F.CCOCC. Product: [C:8]([O:7][C@H:6]1[C@H:11]([O:12][C:13](=[O:15])[CH3:14])[C@H:16]([CH2:18][O:19][C:20](=[O:22])[CH3:21])[O:17][C@@H:5]1[S:30][C:27]1[CH:28]=[CH:29][C:24]([CH3:23])=[CH:25][CH:26]=1)(=[O:10])[CH3:9]. The catalyst class is: 2. (4) Reactant: [F:1][C:2]1[CH:3]=[C:4]([C:9]2[C:18]([N:19]([CH:21]([CH3:23])[CH3:22])[CH3:20])=[N:17][C:16]3[C:11](=[CH:12][CH:13]=[C:14]([C:24]([O:26]C)=[O:25])[CH:15]=3)[N:10]=2)[CH:5]=[CH:6][C:7]=1[F:8].[OH-].[Na+]. Product: [F:1][C:2]1[CH:3]=[C:4]([C:9]2[C:18]([N:19]([CH:21]([CH3:23])[CH3:22])[CH3:20])=[N:17][C:16]3[C:11](=[CH:12][CH:13]=[C:14]([C:24]([OH:26])=[O:25])[CH:15]=3)[N:10]=2)[CH:5]=[CH:6][C:7]=1[F:8]. The catalyst class is: 24. (5) Reactant: [N-:1]=[N+:2]=[N-:3].[Na+].[Cl-].[NH4+].CN(C)C=O.[CH3:12][C:13]1[N:17]([CH2:18][C:19]2[C:28]3[C:23](=[CH:24][CH:25]=[CH:26][CH:27]=3)[CH:22]=[CH:21][CH:20]=2)[C:16]2[CH:29]=[C:30]([N:35]3[CH2:40][CH2:39][O:38][CH2:37][CH2:36]3)[CH:31]=[C:32]([C:33]#[N:34])[C:15]=2[N:14]=1. Product: [CH3:12][C:13]1[N:17]([CH2:18][C:19]2[C:28]3[C:23](=[CH:24][CH:25]=[CH:26][CH:27]=3)[CH:22]=[CH:21][CH:20]=2)[C:16]2[CH:29]=[C:30]([N:35]3[CH2:40][CH2:39][O:38][CH2:37][CH2:36]3)[CH:31]=[C:32]([C:33]3[NH:34][N:3]=[N:2][N:1]=3)[C:15]=2[N:14]=1. The catalyst class is: 6. (6) Reactant: [NH2:1][C:2]1[CH:7]=[CH:6][C:5]([OH:8])=[C:4]([N+:9]([O-:11])=[O:10])[CH:3]=1.[F:12][C:13]1[C:20]([F:21])=[C:19]([C:22]([F:25])([F:24])[F:23])[C:18]([F:26])=[C:17]([F:27])[C:14]=1[CH2:15]Br. Product: [N+:9]([C:4]1[CH:3]=[C:2]([NH:1][CH2:15][C:14]2[C:17]([F:27])=[C:18]([F:26])[C:19]([C:22]([F:23])([F:25])[F:24])=[C:20]([F:21])[C:13]=2[F:12])[CH:7]=[CH:6][C:5]=1[OH:8])([O-:11])=[O:10]. The catalyst class is: 3. (7) Reactant: [C:1]([OH:10])(=O)[C:2]1[C:3](=[CH:5][CH:6]=[CH:7][CH:8]=1)N.Cl.N([O-])=O.[Na+].[OH-].[Na+].[C:18](NC1C=CC2=NC(=O)N=C2C=1)(=O)CC(C)=O. Product: [CH2:3]([CH:2]([CH2:8][CH2:7][CH2:6][CH3:5])[CH2:1][OH:10])[CH3:18]. The catalyst class is: 211.